Predict the reaction yield, written as a fraction of the theoretical maximum amount of product (1.0 means a 100% yield; for example, 0.34 means a 34% yield). From a dataset of Reaction yield outcomes from USPTO patents with 853,638 reactions. The reactants are [NH2:1][C:2]1[CH:7]=[C:6]([Cl:8])[C:5]([Br:9])=[CH:4][C:3]=1[OH:10].[Yb+3].FC(F)(F)S([O-])(=O)=O.FC(F)(F)S([O-])(=O)=O.FC(F)(F)S([O-])(=O)=O.[C:36](OC)(OC)(OC)[CH3:37]. The catalyst is CCO. The product is [Br:9][C:5]1[C:6]([Cl:8])=[CH:7][C:2]2[N:1]=[C:36]([CH3:37])[O:10][C:3]=2[CH:4]=1. The yield is 0.802.